From a dataset of Peptide-MHC class I binding affinity with 185,985 pairs from IEDB/IMGT. Regression. Given a peptide amino acid sequence and an MHC pseudo amino acid sequence, predict their binding affinity value. This is MHC class I binding data. (1) The peptide sequence is ELADQLIHL. The MHC is HLA-A02:11 with pseudo-sequence HLA-A02:11. The binding affinity (normalized) is 0.695. (2) The peptide sequence is LLTQSNAGF. The MHC is HLA-B44:02 with pseudo-sequence HLA-B44:02. The binding affinity (normalized) is 0.0847.